The task is: Predict which catalyst facilitates the given reaction.. This data is from Catalyst prediction with 721,799 reactions and 888 catalyst types from USPTO. (1) Reactant: [C:1]([NH2:4])(=[S:3])C.[CH3:5][O:6][C:7](=[O:12])[C:8](=O)[CH2:9]Cl. Product: [CH3:5][O:6][C:7]([C:8]1[N:4]=[CH:1][S:3][CH:9]=1)=[O:12]. The catalyst class is: 23. (2) Reactant: [N:1]1([C:7]([O:9][C:10]([CH3:13])([CH3:12])[CH3:11])=[O:8])[CH2:6][CH2:5][NH:4][CH2:3][CH2:2]1.C(N(C(C)C)CC)(C)C.[CH3:23][C:24]1[CH:29]=[CH:28][C:27]([S:30](Cl)(=[O:32])=[O:31])=[CH:26][C:25]=1[N+:34]([O-:36])=[O:35].O. Product: [C:10]([O:9][C:7]([N:1]1[CH2:6][CH2:5][N:4]([S:30]([C:27]2[CH:28]=[CH:29][C:24]([CH3:23])=[C:25]([N+:34]([O-:36])=[O:35])[CH:26]=2)(=[O:31])=[O:32])[CH2:3][CH2:2]1)=[O:8])([CH3:13])([CH3:12])[CH3:11]. The catalyst class is: 4. (3) Product: [Br:12][C:13]1[CH:18]=[CH:17][C:16]([C@@H:19]([NH:21][CH2:2][CH2:3][C:4]([C:6]2[CH:11]=[CH:10][CH:9]=[CH:8][CH:7]=2)=[O:5])[CH3:20])=[CH:15][CH:14]=1. Reactant: Cl[CH2:2][CH2:3][C:4]([C:6]1[CH:11]=[CH:10][CH:9]=[CH:8][CH:7]=1)=[O:5].[Br:12][C:13]1[CH:18]=[CH:17][C:16]([C@@H:19]([NH2:21])[CH3:20])=[CH:15][CH:14]=1.C([O-])([O-])=O.[K+].[K+]. The catalyst class is: 10. (4) Reactant: [Br:1][C:2]1[CH:3]=[C:4]([OH:9])[CH:5]=[C:6]([Br:8])[CH:7]=1.Br[CH2:11][CH2:12][CH2:13][CH2:14][N:15]1[C:19](=[O:20])[C:18]2=[CH:21][CH:22]=[CH:23][CH:24]=[C:17]2[C:16]1=[O:25].C([O-])([O-])=O.[K+].[K+].C1OCCOCCOCCOCCOCCOC1. Product: [C:16]1(=[O:25])[N:15]([CH2:14][CH2:13][CH2:12][CH2:11][O:9][C:4]2[CH:3]=[C:2]([Br:1])[CH:7]=[C:6]([Br:8])[CH:5]=2)[C:19](=[O:20])[C:18]2=[CH:21][CH:22]=[CH:23][CH:24]=[C:17]12. The catalyst class is: 283. (5) Reactant: [Cl:1][C:2]1[CH:7]=[CH:6][C:5]([CH2:8][C:9]([OH:11])=[O:10])=[CH:4][CH:3]=1.[Br:12]Br.O. Product: [Br:12][CH:8]([C:5]1[CH:4]=[CH:3][C:2]([Cl:1])=[CH:7][CH:6]=1)[C:9]([OH:11])=[O:10]. The catalyst class is: 159. (6) The catalyst class is: 8. Reactant: [NH:1]1[C:5]([C:6]2[CH:14]=[CH:13][C:9]([C:10]([O-])=[O:11])=[CH:8][CH:7]=2)=[N:4][N:3]=[N:2]1.O.[NH2:16][NH2:17]. Product: [NH:1]1[C:5]([C:6]2[CH:14]=[CH:13][C:9]([C:10]([NH:16][NH2:17])=[O:11])=[CH:8][CH:7]=2)=[N:4][N:3]=[N:2]1. (7) Reactant: [C:1]([C:5]1[CH:6]=[C:7]([NH:17][C:18]([NH:20][C:21]2[CH:26]=[CH:25][C:24]([N:27]3[CH2:32][CH2:31][NH:30][CH2:29][CH2:28]3)=[CH:23][CH:22]=2)=[O:19])[N:8]([C:10]2[CH:15]=[CH:14][C:13]([CH3:16])=[CH:12][CH:11]=2)[N:9]=1)([CH3:4])([CH3:3])[CH3:2].[CH3:33][C:34]([CH3:40])([CH3:39])[CH2:35][C:36](O)=[O:37].O.ON1C2C=CC=CC=2N=N1.N=C=N. Product: [C:1]([C:5]1[CH:6]=[C:7]([NH:17][C:18]([NH:20][C:21]2[CH:26]=[CH:25][C:24]([N:27]3[CH2:28][CH2:29][N:30]([C:36](=[O:37])[CH2:35][C:34]([CH3:40])([CH3:39])[CH3:33])[CH2:31][CH2:32]3)=[CH:23][CH:22]=2)=[O:19])[N:8]([C:10]2[CH:15]=[CH:14][C:13]([CH3:16])=[CH:12][CH:11]=2)[N:9]=1)([CH3:4])([CH3:2])[CH3:3]. The catalyst class is: 2. (8) Reactant: C([O:8][C:9](=[O:39])[CH:10]([N:22]1[CH:26]=[CH:25][N:24]([C:27]2[CH:32]=[CH:31][C:30]([C:33]3[CH:38]=[CH:37][CH:36]=[CH:35][CH:34]=3)=[CH:29][CH:28]=2)[CH2:23]1)[CH2:11][C:12]([O:14][CH2:15][C:16]1[CH:21]=[CH:20][CH:19]=[CH:18][CH:17]=1)=[O:13])C1C=CC=CC=1. Product: [CH2:15]([O:14][C:12](=[O:13])[CH2:11][CH:10]([N:22]1[CH:26]=[CH:25][N:24]([C:27]2[CH:28]=[CH:29][C:30]([C:33]3[CH:34]=[CH:35][CH:36]=[CH:37][CH:38]=3)=[CH:31][CH:32]=2)[CH2:23]1)[C:9]([OH:39])=[O:8])[C:16]1[CH:21]=[CH:20][CH:19]=[CH:18][CH:17]=1. The catalyst class is: 6.